The task is: Predict the reactants needed to synthesize the given product.. This data is from Full USPTO retrosynthesis dataset with 1.9M reactions from patents (1976-2016). (1) Given the product [F:11][C:12]1[CH:13]=[C:14]([CH:15]([C:3]2[C:4](=[O:10])[NH:5][CH:6]([CH:7]([CH3:9])[CH3:8])[C:2]=2[OH:1])[C:22]2[NH:21][C:29]3[C:24]([C:23]=2[CH2:30][CH2:31][NH:32][C:33](=[O:35])[CH3:34])=[CH:25][CH:26]=[CH:27][CH:28]=3)[CH:17]=[C:18]([F:20])[CH:19]=1, predict the reactants needed to synthesize it. The reactants are: [OH:1][C:2]1[CH:6]([CH:7]([CH3:9])[CH3:8])[NH:5][C:4](=[O:10])[CH:3]=1.[F:11][C:12]1[CH:13]=[C:14]([CH:17]=[C:18]([F:20])[CH:19]=1)[CH:15]=O.[NH:21]1[C:29]2[C:24](=[CH:25][CH:26]=[CH:27][CH:28]=2)[C:23]([CH2:30][CH2:31][NH:32][C:33](=[O:35])[CH3:34])=[CH:22]1. (2) Given the product [F:34][C:30]1[C:29]([CH3:35])=[C:28]([C@:21]2([C:24]([O:26][CH3:27])=[O:25])[CH2:22][CH2:23][C:19]([C:14]3[CH:15]=[N:16][C:17]([O:1][CH2:2][CH2:3][N:4]4[CH2:8][CH2:7][CH2:6][CH2:5]4)=[C:12]([F:11])[CH:13]=3)=[CH:20]2)[CH:33]=[CH:32][CH:31]=1, predict the reactants needed to synthesize it. The reactants are: [OH:1][CH2:2][CH2:3][N:4]1[CH2:8][CH2:7][CH2:6][CH2:5]1.[H-].[Na+].[F:11][C:12]1[CH:13]=[C:14]([C:19]2[CH2:23][CH2:22][C@:21]([C:28]3[CH:33]=[CH:32][CH:31]=[C:30]([F:34])[C:29]=3[CH3:35])([C:24]([O:26][CH3:27])=[O:25])[CH:20]=2)[CH:15]=[N:16][C:17]=1F.